This data is from Forward reaction prediction with 1.9M reactions from USPTO patents (1976-2016). The task is: Predict the product of the given reaction. Given the reactants B(F)(F)F.CCOCC.[CH2:10]([O:17][CH2:18][C@@H:19]1[O:27][CH2:26][C:22]2=[N:23][O:24][CH2:25][C@@H:21]2[CH2:20]1)[C:11]1[CH:16]=[CH:15][CH:14]=[CH:13][CH:12]=1.C(OC(C)C)(C)C.[F:35][C:36]1[CH:41]=[C:40]([F:42])[CH:39]=[CH:38][C:37]=1I.C([Li])CCC, predict the reaction product. The product is: [CH2:10]([O:17][CH2:18][C@@H:19]1[O:27][CH2:26][C@:22]2([C:39]3[CH:38]=[CH:37][C:36]([F:35])=[CH:41][C:40]=3[F:42])[NH:23][O:24][CH2:25][C@@H:21]2[CH2:20]1)[C:11]1[CH:16]=[CH:15][CH:14]=[CH:13][CH:12]=1.